This data is from Reaction yield outcomes from USPTO patents with 853,638 reactions. The task is: Predict the reaction yield, written as a fraction of the theoretical maximum amount of product (1.0 means a 100% yield; for example, 0.34 means a 34% yield). (1) The reactants are [CH3:1][N:2]([CH3:6])[C:3]([Cl:5])=[O:4].[Cl:7][C:8]1[CH:31]=[CH:30][C:11]([NH:12][C:13]2[C:22]3[C:17](=[CH:18][C:19]([O:25][CH2:26]CNC)=[C:20]([O:23][CH3:24])[CH:21]=3)[N:16]=[CH:15][N:14]=2)=[C:10]([F:32])[CH:9]=1.[CH2:33]([N:35](CC)[CH2:36]C)C. The catalyst is C(Cl)Cl. The product is [ClH:5].[Cl:7][C:8]1[CH:31]=[CH:30][C:11]([NH:12][C:13]2[C:22]3[C:17](=[CH:18][C:19]([O:25][CH2:26][CH2:1][N:2]([CH3:6])[C:3]([N:35]([CH3:36])[CH3:33])=[O:4])=[C:20]([O:23][CH3:24])[CH:21]=3)[N:16]=[CH:15][N:14]=2)=[C:10]([F:32])[CH:9]=1. The yield is 0.410. (2) The reactants are N1C=CN=C1.C([O:9][C:10]1[CH:31]=[CH:30][C:13]([CH:14]2[C:23](=[O:24])[C:22]3[C:17](=[CH:18][C:19]([O:26]C(=O)C)=[CH:20][C:21]=3[CH3:25])[O:16][CH2:15]2)=[CH:12][CH:11]=1)(=O)C. The catalyst is C(O)C. The product is [OH:9][C:10]1[CH:11]=[CH:12][C:13]([CH:14]2[C:23](=[O:24])[C:22]3[C:17](=[CH:18][C:19]([OH:26])=[CH:20][C:21]=3[CH3:25])[O:16][CH2:15]2)=[CH:30][CH:31]=1. The yield is 0.660. (3) The reactants are [CH2:1]([N:3]1[C:7](O)=[N:6][C:5]([C:9]2[CH:10]=[N:11][CH:12]=[CH:13][CH:14]=2)=[N:4]1)[CH3:2].P(Br)(Br)([Br:17])=O.C(=O)(O)[O-].[Na+]. No catalyst specified. The product is [Br:17][C:7]1[N:3]([CH2:1][CH3:2])[N:4]=[C:5]([C:9]2[CH:10]=[N:11][CH:12]=[CH:13][CH:14]=2)[N:6]=1. The yield is 0.502.